Dataset: Full USPTO retrosynthesis dataset with 1.9M reactions from patents (1976-2016). Task: Predict the reactants needed to synthesize the given product. (1) Given the product [NH2:18][C:19]1[CH:26]=[C:25]([O:7][CH:4]2[CH2:5][CH2:6][N:2]([CH3:1])[CH2:3]2)[C:22]([C:23]#[N:24])=[CH:21][N:20]=1, predict the reactants needed to synthesize it. The reactants are: [CH3:1][N:2]1[CH2:6][CH2:5][CH:4]([OH:7])[CH2:3]1.C[Si]([N-][Si](C)(C)C)(C)C.[K+].[NH2:18][C:19]1[CH:26]=[C:25](F)[C:22]([C:23]#[N:24])=[CH:21][N:20]=1. (2) Given the product [O:16]1[CH2:20][CH2:19][O:18][CH:17]1[CH2:21][O:15][C:12]1[CH:13]=[CH:14][C:9]([I:8])=[CH:10][CH:11]=1, predict the reactants needed to synthesize it. The reactants are: [H-].[Na+].CN(C)C=O.[I:8][C:9]1[CH:14]=[CH:13][C:12]([OH:15])=[CH:11][CH:10]=1.[O:16]1[CH2:20][CH2:19][O:18][CH:17]1[CH2:21]Br. (3) Given the product [F:25][C:26]1[CH:27]=[CH:28][C:29]([CH3:36])=[C:30]([S:32]([NH:1][CH2:2][C:3]2[CH:8]=[CH:7][CH:6]=[C:5]([NH:9][C:10]3[S:11][C:12]([C:15](=[O:16])[C:17]4[CH:22]=[CH:21][CH:20]=[CH:19][C:18]=4[CH3:23])=[CH:13][N:14]=3)[CH:4]=2)(=[O:34])=[O:33])[CH:31]=1, predict the reactants needed to synthesize it. The reactants are: [NH2:1][CH2:2][C:3]1[CH:4]=[C:5]([NH:9][C:10]2[S:11][C:12]([C:15]([C:17]3[CH:22]=[CH:21][CH:20]=[CH:19][C:18]=3[CH3:23])=[O:16])=[CH:13][N:14]=2)[CH:6]=[CH:7][CH:8]=1.Cl.[F:25][C:26]1[CH:27]=[CH:28][C:29]([CH3:36])=[C:30]([S:32](Cl)(=[O:34])=[O:33])[CH:31]=1.CCN(CC)CC.